This data is from Retrosynthesis with 50K atom-mapped reactions and 10 reaction types from USPTO. The task is: Predict the reactants needed to synthesize the given product. (1) Given the product COc1cc(-c2cn[nH]c2)cc(OC)c1-c1ccc(N(C)C2CC(C)(C)NC(C)(C)C2)nn1, predict the reactants needed to synthesize it. The reactants are: CC1(C)OB(c2cn[nH]c2)OC1(C)C.COc1cc(Br)cc(OC)c1-c1ccc(N(C)C2CC(C)(C)NC(C)(C)C2)nn1. (2) Given the product COC(=O)[C@H]1CCC[C@@H](C(=O)Nc2cc(-c3ccc4ncn(CC5CCOCC5)c4c3)c(Cl)cn2)C1, predict the reactants needed to synthesize it. The reactants are: COC(=O)[C@@H]1CCC[C@H](C(=O)O)C1.Nc1cc(-c2ccc3ncn(CC4CCOCC4)c3c2)c(Cl)cn1.